This data is from NCI-60 drug combinations with 297,098 pairs across 59 cell lines. The task is: Regression. Given two drug SMILES strings and cell line genomic features, predict the synergy score measuring deviation from expected non-interaction effect. (1) Drug 1: CC1C(C(CC(O1)OC2CC(CC3=C2C(=C4C(=C3O)C(=O)C5=C(C4=O)C(=CC=C5)OC)O)(C(=O)C)O)N)O.Cl. Drug 2: CC1C(C(CC(O1)OC2CC(CC3=C2C(=C4C(=C3O)C(=O)C5=CC=CC=C5C4=O)O)(C(=O)C)O)N)O. Cell line: NCI-H522. Synergy scores: CSS=66.2, Synergy_ZIP=9.63, Synergy_Bliss=15.0, Synergy_Loewe=14.7, Synergy_HSA=16.2. (2) Drug 1: CC1=C2C(C(=O)C3(C(CC4C(C3C(C(C2(C)C)(CC1OC(=O)C(C(C5=CC=CC=C5)NC(=O)OC(C)(C)C)O)O)OC(=O)C6=CC=CC=C6)(CO4)OC(=O)C)OC)C)OC. Drug 2: C1=CC(=C2C(=C1NCCNCCO)C(=O)C3=C(C=CC(=C3C2=O)O)O)NCCNCCO. Cell line: SN12C. Synergy scores: CSS=64.4, Synergy_ZIP=1.40, Synergy_Bliss=1.56, Synergy_Loewe=6.68, Synergy_HSA=9.39. (3) Synergy scores: CSS=6.62, Synergy_ZIP=-3.24, Synergy_Bliss=1.65, Synergy_Loewe=-8.63, Synergy_HSA=-0.554. Cell line: DU-145. Drug 2: C1C(C(OC1N2C=NC3=C(N=C(N=C32)Cl)N)CO)O. Drug 1: CC1C(C(CC(O1)OC2CC(CC3=C2C(=C4C(=C3O)C(=O)C5=C(C4=O)C(=CC=C5)OC)O)(C(=O)C)O)N)O.Cl. (4) Drug 1: CC1C(C(CC(O1)OC2CC(CC3=C2C(=C4C(=C3O)C(=O)C5=C(C4=O)C(=CC=C5)OC)O)(C(=O)C)O)N)O.Cl. Drug 2: CC1C(C(=O)NC(C(=O)N2CCCC2C(=O)N(CC(=O)N(C(C(=O)O1)C(C)C)C)C)C(C)C)NC(=O)C3=C4C(=C(C=C3)C)OC5=C(C(=O)C(=C(C5=N4)C(=O)NC6C(OC(=O)C(N(C(=O)CN(C(=O)C7CCCN7C(=O)C(NC6=O)C(C)C)C)C)C(C)C)C)N)C. Cell line: UO-31. Synergy scores: CSS=6.13, Synergy_ZIP=-2.50, Synergy_Bliss=0.425, Synergy_Loewe=-0.836, Synergy_HSA=-0.741. (5) Drug 1: C1C(C(OC1N2C=C(C(=O)NC2=O)F)CO)O. Drug 2: C(CC(=O)O)C(=O)CN.Cl. Cell line: BT-549. Synergy scores: CSS=23.4, Synergy_ZIP=-4.07, Synergy_Bliss=-0.518, Synergy_Loewe=-2.53, Synergy_HSA=1.54. (6) Drug 1: C1=NC2=C(N=C(N=C2N1C3C(C(C(O3)CO)O)O)F)N. Drug 2: CN(C(=O)NC(C=O)C(C(C(CO)O)O)O)N=O. Cell line: U251. Synergy scores: CSS=3.26, Synergy_ZIP=4.25, Synergy_Bliss=7.70, Synergy_Loewe=1.60, Synergy_HSA=0.840. (7) Drug 1: CN(C)N=NC1=C(NC=N1)C(=O)N. Drug 2: CC1C(C(CC(O1)OC2CC(CC3=C2C(=C4C(=C3O)C(=O)C5=C(C4=O)C(=CC=C5)OC)O)(C(=O)CO)O)N)O.Cl. Cell line: PC-3. Synergy scores: CSS=42.3, Synergy_ZIP=-1.45, Synergy_Bliss=0.523, Synergy_Loewe=-27.0, Synergy_HSA=0.958. (8) Drug 1: CC12CCC(CC1=CCC3C2CCC4(C3CC=C4C5=CN=CC=C5)C)O. Drug 2: C1=NC(=NC(=O)N1C2C(C(C(O2)CO)O)O)N. Cell line: SW-620. Synergy scores: CSS=9.83, Synergy_ZIP=-1.21, Synergy_Bliss=-2.00, Synergy_Loewe=-5.04, Synergy_HSA=-3.30. (9) Drug 1: CC1CCC2CC(C(=CC=CC=CC(CC(C(=O)C(C(C(=CC(C(=O)CC(OC(=O)C3CCCCN3C(=O)C(=O)C1(O2)O)C(C)CC4CCC(C(C4)OC)OCCO)C)C)O)OC)C)C)C)OC. Drug 2: CCN(CC)CCNC(=O)C1=C(NC(=C1C)C=C2C3=C(C=CC(=C3)F)NC2=O)C. Cell line: OVCAR-4. Synergy scores: CSS=-1.52, Synergy_ZIP=-0.226, Synergy_Bliss=-2.92, Synergy_Loewe=-1.45, Synergy_HSA=-4.11.